This data is from Peptide-MHC class II binding affinity with 134,281 pairs from IEDB. The task is: Regression. Given a peptide amino acid sequence and an MHC pseudo amino acid sequence, predict their binding affinity value. This is MHC class II binding data. The peptide sequence is KLKIQNVIIDECYGA. The MHC is DRB1_0901 with pseudo-sequence DRB1_0901. The binding affinity (normalized) is 0.0696.